Dataset: Full USPTO retrosynthesis dataset with 1.9M reactions from patents (1976-2016). Task: Predict the reactants needed to synthesize the given product. (1) Given the product [Cl:1][C:2]1[N:11]=[C:10]([N:19]2[CH2:20][CH2:21][C@H:17]([NH:16][C:13](=[O:15])[CH3:14])[CH2:18]2)[C:9]2[C:4](=[CH:5][CH:6]=[CH:7][CH:8]=2)[N:3]=1, predict the reactants needed to synthesize it. The reactants are: [Cl:1][C:2]1[N:11]=[C:10](Cl)[C:9]2[C:4](=[CH:5][CH:6]=[CH:7][CH:8]=2)[N:3]=1.[C:13]([NH:16][C@H:17]1[CH2:21][CH2:20][NH:19][CH2:18]1)(=[O:15])[CH3:14]. (2) Given the product [Cl:16][C:10]1[C:9]2[C:4](=[CH:5][CH:6]=[C:7]([C:17]([C:29]3[N:33]([CH3:34])[CH:32]=[N:31][CH:30]=3)([C:19]3[CH:20]=[N:21][C:22]([C:25]([F:27])([F:26])[F:28])=[CH:23][CH:24]=3)[OH:18])[CH:8]=2)[N:3]=[C:2]([O:36][CH3:35])[C:11]=1[O:12][CH:13]([CH3:14])[CH3:15], predict the reactants needed to synthesize it. The reactants are: Cl[C:2]1[C:11]([O:12][CH:13]([CH3:15])[CH3:14])=[C:10]([Cl:16])[C:9]2[C:4](=[CH:5][CH:6]=[C:7]([C:17]([C:29]3[N:33]([CH3:34])[CH:32]=[N:31][CH:30]=3)([C:19]3[CH:20]=[N:21][C:22]([C:25]([F:28])([F:27])[F:26])=[CH:23][CH:24]=3)[OH:18])[CH:8]=2)[N:3]=1.[C:35](O)(C(F)(F)F)=[O:36].C[O-].[Na+]. (3) Given the product [CH2:1]([O:3][C:4](=[O:14])[CH:5]=[CH:20][C:19]1[C:22]([F:26])=[CH:23][CH:24]=[CH:25][C:18]=1[Cl:17])[CH3:2], predict the reactants needed to synthesize it. The reactants are: [CH2:1]([O:3][C:4](=[O:14])[CH2:5]P(OCC)(OCC)=O)[CH3:2].[H-].[Na+].[Cl:17][C:18]1[CH:25]=[CH:24][CH:23]=[C:22]([F:26])[C:19]=1[CH:20]=O. (4) Given the product [CH3:34][C:13]1[CH:12]=[C:6]([CH:5]=[C:4]([CH3:3])[C:14]=1[NH:15][C:16]([C:18]1[C:27]2[C:22](=[CH:23][CH:24]=[CH:25][CH:26]=2)[N:21]=[C:20]([C:28]2[CH:33]=[CH:32][CH:31]=[CH:30][CH:29]=2)[CH:19]=1)=[O:17])[C:7]([OH:9])=[O:8], predict the reactants needed to synthesize it. The reactants are: [OH-].[Na+].[CH3:3][C:4]1[CH:5]=[C:6]([CH:12]=[C:13]([CH3:34])[C:14]=1[NH:15][C:16]([C:18]1[C:27]2[C:22](=[CH:23][CH:24]=[CH:25][CH:26]=2)[N:21]=[C:20]([C:28]2[CH:33]=[CH:32][CH:31]=[CH:30][CH:29]=2)[CH:19]=1)=[O:17])[C:7]([O:9]CC)=[O:8].Cl. (5) Given the product [F:11][C:4]1[CH:5]=[C:6]([CH:7]=[C:2]([F:1])[C:3]=1[N:12]1[CH2:17][CH2:16][O:15][CH2:14][CH2:13]1)[NH2:8], predict the reactants needed to synthesize it. The reactants are: [F:1][C:2]1[CH:7]=[C:6]([N+:8]([O-])=O)[CH:5]=[C:4]([F:11])[C:3]=1[N:12]1[CH2:17][CH2:16][O:15][CH2:14][CH2:13]1.C1COCC1. (6) Given the product [CH:1]1([CH2:4][O:5][C:6]2[CH:7]=[C:8]([CH:16]([N:21]3[C:29](=[O:30])[C:28]4[C:23](=[CH:24][CH:25]=[CH:26][CH:27]=4)[C:22]3=[O:31])[CH2:17][C:18]([NH:45][OH:46])=[O:19])[CH:9]=[CH:10][C:11]=2[O:12][CH:13]([F:15])[F:14])[CH2:3][CH2:2]1, predict the reactants needed to synthesize it. The reactants are: [CH:1]1([CH2:4][O:5][C:6]2[CH:7]=[C:8]([CH:16]([N:21]3[C:29](=[O:30])[C:28]4[C:23](=[CH:24][CH:25]=[CH:26][CH:27]=4)[C:22]3=[O:31])[CH2:17][C:18](O)=[O:19])[CH:9]=[CH:10][C:11]=2[O:12][CH:13]([F:15])[F:14])[CH2:3][CH2:2]1.C(N1C=CN=C1)(N1C=CN=C1)=O.Cl.[NH2:45][OH:46].O. (7) Given the product [Si:3]([O:20][C@H:21]([CH3:39])[C@H:22]([NH:32][CH2:33][CH2:34][OH:35])[C:23]1[CH:28]=[C:27]([F:29])[C:26]([F:30])=[C:25]([F:31])[CH:24]=1)([C:16]([CH3:18])([CH3:19])[CH3:17])([C:4]1[CH:9]=[CH:8][CH:7]=[CH:6][CH:5]=1)[C:10]1[CH:15]=[CH:14][CH:13]=[CH:12][CH:11]=1, predict the reactants needed to synthesize it. The reactants are: [BH4-].[Li+].[Si:3]([O:20][C@H:21]([CH3:39])[C@H:22]([NH:32][CH2:33][C:34](OCC)=[O:35])[C:23]1[CH:28]=[C:27]([F:29])[C:26]([F:30])=[C:25]([F:31])[CH:24]=1)([C:16]([CH3:19])([CH3:18])[CH3:17])([C:10]1[CH:15]=[CH:14][CH:13]=[CH:12][CH:11]=1)[C:4]1[CH:9]=[CH:8][CH:7]=[CH:6][CH:5]=1.S([O-])([O-])(=O)=O.[Na+].[Na+]. (8) Given the product [CH3:1][O:2][C:3]1[CH:4]=[CH:5][C:6]2[C:11](=[O:12])[N:10]([CH2:13][C:14]([NH:28][C@H:26]([C:23]3[CH:22]=[CH:21][C:20]([C:19]([F:18])([F:29])[F:30])=[CH:25][CH:24]=3)[CH3:27])=[O:16])[N:9]=[N:8][C:7]=2[CH:17]=1, predict the reactants needed to synthesize it. The reactants are: [CH3:1][O:2][C:3]1[CH:4]=[CH:5][C:6]2[C:11](=[O:12])[N:10]([CH2:13][C:14]([OH:16])=O)[N:9]=[N:8][C:7]=2[CH:17]=1.[F:18][C:19]([F:30])([F:29])[C:20]1[CH:25]=[CH:24][C:23]([C@@H:26]([NH2:28])[CH3:27])=[CH:22][CH:21]=1.